Dataset: Forward reaction prediction with 1.9M reactions from USPTO patents (1976-2016). Task: Predict the product of the given reaction. (1) Given the reactants [NH2:1][C:2]1[CH:3]=[C:4]2[C:9](=[C:10]([C:12]([N:14]([CH3:16])[CH3:15])=[O:13])[CH:11]=1)[N:8]=[CH:7][C:6]([C:17]#[N:18])=[C:5]2[NH:19][C:20]1[CH:25]=[CH:24][C:23]([F:26])=[C:22]([Cl:27])[CH:21]=1.[CH:28]1([CH:34]=O)[CH2:33][CH2:32][CH2:31][CH2:30][CH2:29]1.CO.[BH3-]C#N.[Na+], predict the reaction product. The product is: [Cl:27][C:22]1[CH:21]=[C:20]([NH:19][C:5]2[C:4]3[C:9](=[C:10]([C:12]([N:14]([CH3:15])[CH3:16])=[O:13])[CH:11]=[C:2]([NH:1][CH2:34][CH:28]4[CH2:33][CH2:32][CH2:31][CH2:30][CH2:29]4)[CH:3]=3)[N:8]=[CH:7][C:6]=2[C:17]#[N:18])[CH:25]=[CH:24][C:23]=1[F:26]. (2) Given the reactants Cl[C:2]1[C:11]2[C:6](=[CH:7][C:8]([O:14][CH2:15][CH2:16][CH2:17][N:18]3[CH2:23][CH2:22][CH2:21][CH2:20][CH2:19]3)=[C:9]([O:12][CH3:13])[CH:10]=2)[N:5]=[CH:4][N:3]=1.C(=O)([O-])[O-].[K+].[K+].[OH:30][C:31]1[CH:32]=[C:33]2[C:37](=[CH:38][C:39]=1[C:40]([F:43])([F:42])[F:41])[NH:36][CH:35]=[CH:34]2.CC(N(C)C)=O, predict the reaction product. The product is: [CH3:13][O:12][C:9]1[CH:10]=[C:11]2[C:6](=[CH:7][C:8]=1[O:14][CH2:15][CH2:16][CH2:17][N:18]1[CH2:23][CH2:22][CH2:21][CH2:20][CH2:19]1)[N:5]=[CH:4][N:3]=[C:2]2[O:30][C:31]1[CH:32]=[C:33]2[C:37](=[CH:38][C:39]=1[C:40]([F:43])([F:41])[F:42])[NH:36][CH:35]=[CH:34]2. (3) Given the reactants [CH3:1][C:2]1[CH:10]=[C:6]([C:7]([OH:9])=O)[C:5]([OH:11])=[CH:4][CH:3]=1.[C:12](=O)([O-])[O-].[K+].[K+].IC.CN([CH:23]=[O:24])C, predict the reaction product. The product is: [CH3:12][O:11][C:5]1[CH:4]=[CH:3][C:2]([CH3:1])=[CH:10][C:6]=1[C:7]([O:24][CH3:23])=[O:9]. (4) Given the reactants [F:1][C:2]([F:37])([F:36])[C:3]1[N:8]=[C:7]2[NH:9][C:10]([C:12]3[CH:13]=[CH:14][C:15]([N:18]4[CH2:23][CH2:22][CH:21]([O:24][C@H:25]5[CH2:30][CH2:29][C@H:28]([C:31]([O:33]CC)=[O:32])[CH2:27][CH2:26]5)[CH2:20][CH2:19]4)=[N:16][CH:17]=3)=[N:11][C:6]2=[CH:5][CH:4]=1.[Li+].[OH-:39].C1COCC1.[OH2:45], predict the reaction product. The product is: [C:3]([OH:45])([C:2]([F:37])([F:36])[F:1])=[O:39].[F:36][C:2]([F:1])([F:37])[C:3]1[N:8]=[C:7]2[NH:9][C:10]([C:12]3[CH:13]=[CH:14][C:15]([N:18]4[CH2:23][CH2:22][CH:21]([O:24][C@H:25]5[CH2:26][CH2:27][C@H:28]([C:31]([OH:33])=[O:32])[CH2:29][CH2:30]5)[CH2:20][CH2:19]4)=[N:16][CH:17]=3)=[N:11][C:6]2=[CH:5][CH:4]=1.